This data is from Peptide-MHC class II binding affinity with 134,281 pairs from IEDB. The task is: Regression. Given a peptide amino acid sequence and an MHC pseudo amino acid sequence, predict their binding affinity value. This is MHC class II binding data. (1) The peptide sequence is RLSFQLVRPPNMTP. The MHC is H-2-IAb with pseudo-sequence H-2-IAb. The binding affinity (normalized) is 0.207. (2) The peptide sequence is AFKMAATAANAAPAN. The MHC is DRB1_0401 with pseudo-sequence DRB1_0401. The binding affinity (normalized) is 0.772. (3) The peptide sequence is ITYVATATLPNYCRA. The MHC is DRB1_0802 with pseudo-sequence DRB1_0802. The binding affinity (normalized) is 0.787.